Dataset: Reaction yield outcomes from USPTO patents with 853,638 reactions. Task: Predict the reaction yield, written as a fraction of the theoretical maximum amount of product (1.0 means a 100% yield; for example, 0.34 means a 34% yield). (1) The reactants are [Br:1][C:2]1[N:6]2[C:7](=[O:13])[CH:8]=[C:9]([CH2:11]Cl)[N:10]=[C:5]2[S:4][C:3]=1[CH3:14].[CH:15]1([C:18]2[NH:22][N:21]=[C:20]([C:23]([F:26])([F:25])[F:24])[C:19]=2[F:27])[CH2:17][CH2:16]1.[I-].[K+].C(=O)([O-])[O-].[K+].[K+]. The catalyst is CC#N. The product is [Br:1][C:2]1[N:6]2[C:7](=[O:13])[CH:8]=[C:9]([CH2:11][N:21]3[C:20]([C:23]([F:24])([F:26])[F:25])=[C:19]([F:27])[C:18]([CH:15]4[CH2:16][CH2:17]4)=[N:22]3)[N:10]=[C:5]2[S:4][C:3]=1[CH3:14].[Br:1][C:2]1[N:6]2[C:7](=[O:13])[CH:8]=[C:9]([CH2:11][N:22]3[C:18]([CH:15]4[CH2:17][CH2:16]4)=[C:19]([F:27])[C:20]([C:23]([F:26])([F:24])[F:25])=[N:21]3)[N:10]=[C:5]2[S:4][C:3]=1[CH3:14]. The yield is 0.200. (2) The reactants are [Cl:1][C:2]1[N:7]=[C:6]([NH:8][C:9](=[O:14])[C:10]([CH3:13])([CH3:12])[CH3:11])[CH:5]=[CH:4][CH:3]=1.[Cl:15]N1C(=O)CCC1=O. The catalyst is C(Cl)(Cl)Cl. The product is [Cl:15][C:3]1[CH:4]=[CH:5][C:6]([NH:8][C:9](=[O:14])[C:10]([CH3:11])([CH3:13])[CH3:12])=[N:7][C:2]=1[Cl:1]. The yield is 0.660.